Predict which catalyst facilitates the given reaction. From a dataset of Catalyst prediction with 721,799 reactions and 888 catalyst types from USPTO. (1) Reactant: [Cl:1][C:2]1[CH:7]=[CH:6][C:5]([CH:8]([C:15]2[C:23]3[C:18](=[C:19]([CH2:24][S:25][CH3:26])[CH:20]=[CH:21][CH:22]=3)[NH:17][CH:16]=2)[CH2:9][C:10]([O:12][CH2:13][CH3:14])=[O:11])=[C:4]([F:27])[CH:3]=1.O1CCCC1.[H-].[Na+].[C:35](O[C:35]([O:37][C:38]([CH3:41])([CH3:40])[CH3:39])=[O:36])([O:37][C:38]([CH3:41])([CH3:40])[CH3:39])=[O:36]. Product: [Cl:1][C:2]1[CH:7]=[CH:6][C:5]([CH:8]([C:15]2[C:23]3[C:18](=[C:19]([CH2:24][S:25][CH3:26])[CH:20]=[CH:21][CH:22]=3)[N:17]([C:35]([O:37][C:38]([CH3:41])([CH3:40])[CH3:39])=[O:36])[CH:16]=2)[CH2:9][C:10]([O:12][CH2:13][CH3:14])=[O:11])=[C:4]([F:27])[CH:3]=1. The catalyst class is: 6. (2) Reactant: [S-:1][C:2]#[N:3].[Na+].Cl[C:6]([O:8][CH2:9][CH3:10])=[O:7].[N+:11](=[CH:13][C:14]([O:16][CH2:17][CH3:18])=[O:15])=[N-:12].Cl. Product: [CH2:9]([O:8][C:6]([NH:3][C:2]1[S:1][N:12]=[N:11][C:13]=1[C:14]([O:16][CH2:17][CH3:18])=[O:15])=[O:7])[CH3:10]. The catalyst class is: 10.